Predict the reactants needed to synthesize the given product. From a dataset of Full USPTO retrosynthesis dataset with 1.9M reactions from patents (1976-2016). Given the product [C:19]1([CH2:18][NH:25][C:26](=[O:27])[N:14]([CH:11]2[CH2:10][CH2:9][N:8]([C:6]([O:5][C:1]([CH3:4])([CH3:3])[CH3:2])=[O:7])[CH2:13][CH2:12]2)[CH2:15][CH:16]=[CH2:17])[CH:24]=[CH:23][CH:22]=[CH:21][CH:20]=1, predict the reactants needed to synthesize it. The reactants are: [C:1]([O:5][C:6]([N:8]1[CH2:13][CH2:12][CH:11]([NH:14][CH2:15][CH:16]=[CH2:17])[CH2:10][CH2:9]1)=[O:7])([CH3:4])([CH3:3])[CH3:2].[CH2:18]([N:25]=[C:26]=[O:27])[C:19]1[CH:24]=[CH:23][CH:22]=[CH:21][CH:20]=1.O.